From a dataset of Full USPTO retrosynthesis dataset with 1.9M reactions from patents (1976-2016). Predict the reactants needed to synthesize the given product. (1) Given the product [C:1]([O:5][C:6]([N:8]([CH2:35][C:34]1[CH:37]=[CH:38][C:39]([O:40][CH3:41])=[C:32]([Cl:31])[CH:33]=1)[C:9]1[NH:10][C:11]2[CH:17]=[C:16]([O:18][S:19]([C:22]3[CH:23]=[CH:24][C:25]([F:28])=[CH:26][CH:27]=3)(=[O:20])=[O:21])[CH:15]=[CH:14][C:12]=2[N:13]=1)=[O:7])([CH3:4])([CH3:2])[CH3:3], predict the reactants needed to synthesize it. The reactants are: [C:1]([O:5][C:6]([NH:8][C:9]1[NH:10][C:11]2[CH:17]=[C:16]([O:18][S:19]([C:22]3[CH:27]=[CH:26][C:25]([F:28])=[CH:24][CH:23]=3)(=[O:21])=[O:20])[CH:15]=[CH:14][C:12]=2[N:13]=1)=[O:7])([CH3:4])([CH3:3])[CH3:2].[H-].[Na+].[Cl:31][C:32]1[CH:33]=[C:34]([CH:37]=[CH:38][C:39]=1[O:40][CH3:41])[CH2:35]Br.O. (2) Given the product [F:23][C:22]([F:25])([F:24])[S:19]([O:1][C:2]1[CH:7]=[CH:6][C:5]([C:8](=[O:10])[CH3:9])=[CH:4][C:3]=1[CH3:11])(=[O:21])=[O:20], predict the reactants needed to synthesize it. The reactants are: [OH:1][C:2]1[CH:7]=[CH:6][C:5]([C:8](=[O:10])[CH3:9])=[CH:4][C:3]=1[CH3:11].C1(N([S:19]([C:22]([F:25])([F:24])[F:23])(=[O:21])=[O:20])[S:19]([C:22]([F:25])([F:24])[F:23])(=[O:21])=[O:20])C=CC=CC=1.C(N(CC)CC)C. (3) Given the product [CH:22]1([NH:25][C:26]2[S:27]/[C:28](=[CH:1]\[C:3]3[CH:4]=[C:5]4[C:10](=[CH:11][CH:12]=3)[N:9]=[CH:8][C:7]([C:13]#[N:14])=[C:6]4[O:15][CH:16]([CH2:17][CH3:18])[CH2:21][CH3:20])/[C:29](=[O:31])[N:30]=2)[CH2:24][CH2:23]1, predict the reactants needed to synthesize it. The reactants are: [CH:1]([C:3]1[CH:4]=[C:5]2[C:10](=[CH:11][CH:12]=1)[N:9]=[CH:8][C:7]([C:13]#[N:14])=[C:6]2[O:15][CH:16]1[CH2:21][CH2:20]O[CH2:18][CH2:17]1)=O.[CH:22]1([NH:25][C:26]2[S:27][CH2:28][C:29](=[O:31])[N:30]=2)[CH2:24][CH2:23]1.C([O-])(=O)C.[Na+]. (4) Given the product [C:16]([C:13]1[C:12]2[CH2:11][CH2:10][CH2:9][C:8]=2[C:7]([C:21]([O:24][CH3:29])=[O:22])=[CH:15][CH:14]=1)(=[O:18])[CH3:17], predict the reactants needed to synthesize it. The reactants are: FC(F)(F)S(O[C:7]1[CH:15]=[CH:14][C:13]([C:16](=[O:18])[CH3:17])=[C:12]2[C:8]=1[CH2:9][CH2:10][CH2:11]2)(=O)=O.[C:21]([O-:24])([O-])=[O:22].[Na+].[Na+].[C]=O.[CH3:29]O.